Dataset: Forward reaction prediction with 1.9M reactions from USPTO patents (1976-2016). Task: Predict the product of the given reaction. (1) Given the reactants C(O[C:6](=O)[N:7]([C@H:9]1[CH2:14][CH2:13][C@H:12]([N:15]([C:18]2[CH:23]=[C:22]([C:24]#[C:25][CH2:26][N:27]3[CH2:32][CH2:31][O:30][CH2:29][CH2:28]3)[CH:21]=[C:20]([C:33](=[O:45])[NH:34][CH2:35][C:36]3[C:37](=[O:44])[NH:38][C:39]([CH3:43])=[CH:40][C:41]=3[CH3:42])[C:19]=2[CH3:46])[CH2:16][CH3:17])[CH2:11][CH2:10]1)C)(C)(C)C.C(O)(C(F)(F)F)=O, predict the reaction product. The product is: [CH3:42][C:41]1[CH:40]=[C:39]([CH3:43])[NH:38][C:37](=[O:44])[C:36]=1[CH2:35][NH:34][C:33](=[O:45])[C:20]1[CH:21]=[C:22]([C:24]#[C:25][CH2:26][N:27]2[CH2:32][CH2:31][O:30][CH2:29][CH2:28]2)[CH:23]=[C:18]([N:15]([CH2:16][CH3:17])[C@H:12]2[CH2:13][CH2:14][C@H:9]([NH:7][CH3:6])[CH2:10][CH2:11]2)[C:19]=1[CH3:46]. (2) Given the reactants [NH2:1][C:2]1[CH:7]=[CH:6][C:5]([N:8]2[CH2:14][CH2:13][CH2:12][N:11](C(OC(C)(C)C)=O)[CH2:10][CH2:9]2)=[CH:4][C:3]=1[NH:22][S:23]([CH3:26])(=[O:25])=[O:24].[F:27][C:28]1[CH:33]=[CH:32][C:31]([S:34]([Cl:37])(=[O:36])=[O:35])=[CH:30][CH:29]=1, predict the reaction product. The product is: [ClH:37].[N:8]1([C:5]2[CH:6]=[CH:7][C:2]([NH:1][S:34]([C:31]3[CH:32]=[CH:33][C:28]([F:27])=[CH:29][CH:30]=3)(=[O:36])=[O:35])=[C:3]([NH:22][S:23]([CH3:26])(=[O:24])=[O:25])[CH:4]=2)[CH2:14][CH2:13][CH2:12][NH:11][CH2:10][CH2:9]1. (3) Given the reactants S(=O)(=O)(O)O.[NH2:6][C:7]1[CH:15]=[CH:14][C:10]([C:11](O)=[O:12])=[CH:9][N:8]=1.C([O-])([O-])=O.[Na+].[Na+].[H-].[Al+3].[Li+].[H-].[H-].[H-].[OH-].[Na+], predict the reaction product. The product is: [NH2:6][C:7]1[N:8]=[CH:9][C:10]([CH2:11][OH:12])=[CH:14][CH:15]=1. (4) Given the reactants [F:1][C:2]([F:16])([F:15])[O:3][C:4]1[CH:5]=[C:6]2[C:10](=[CH:11][CH:12]=1)[NH:9][C:8](=[O:13])[C:7]2=O.[OH-:17].[K+].[C:19]([C:22]1[CH:27]=[CH:26][CH:25]=[CH:24][CH:23]=1)(=O)[CH3:20].Cl, predict the reaction product. The product is: [C:22]1([C:19]2[CH:20]=[C:7]([C:8]([OH:17])=[O:13])[C:6]3[C:10](=[CH:11][CH:12]=[C:4]([O:3][C:2]([F:16])([F:15])[F:1])[CH:5]=3)[N:9]=2)[CH:27]=[CH:26][CH:25]=[CH:24][CH:23]=1. (5) Given the reactants [F:1][C:2]1[CH:9]=[CH:8][C:5]([CH:6]=O)=[CH:4][CH:3]=1.CO[CH:12](OC)[CH2:13][C:14]([O:16][CH3:17])=[O:15].[NH2:20][C:21]([NH2:23])=[O:22].C(O)(=O)C.B(F)(F)F.CCOCC.C([O-])(O)=O.[Na+], predict the reaction product. The product is: [F:1][C:2]1[CH:9]=[CH:8][C:5]([CH:6]2[C:13]([C:14]([O:16][CH3:17])=[O:15])=[CH:12][NH:23][C:21](=[O:22])[NH:20]2)=[CH:4][CH:3]=1. (6) Given the reactants [Na+].[C:2]([C:4]1[CH:5]=[C:6]([C:14]2[S:18][C:17]([C:19]3[C:20]([CH3:35])=[C:21]4[C:26](=[CH:27][CH:28]=3)[CH2:25][N:24]([CH2:29][CH2:30][CH2:31][C:32]([O-])=[O:33])[CH2:23][CH2:22]4)=[N:16][N:15]=2)[CH:7]=[CH:8][C:9]=1[O:10][CH:11]([CH3:13])[CH3:12])#[N:3].C([N:38](CC)CC)C.C(Cl)CCl, predict the reaction product. The product is: [C:2]([C:4]1[CH:5]=[C:6]([C:14]2[S:18][C:17]([C:19]3[C:20]([CH3:35])=[C:21]4[C:26](=[CH:27][CH:28]=3)[CH2:25][N:24]([CH2:29][CH2:30][CH2:31][C:32]([NH2:38])=[O:33])[CH2:23][CH2:22]4)=[N:16][N:15]=2)[CH:7]=[CH:8][C:9]=1[O:10][CH:11]([CH3:13])[CH3:12])#[N:3].